The task is: Predict the product of the given reaction.. This data is from Forward reaction prediction with 1.9M reactions from USPTO patents (1976-2016). Given the reactants [CH3:1][C:2]1[CH:3]=[C:4]([CH:9]=[C:10]([CH2:12][N:13]([CH3:19])[CH2:14][CH2:15][CH2:16][CH2:17][CH3:18])[CH:11]=1)[C:5]([O:7]C)=[O:6].O.[OH-].[Li+], predict the reaction product. The product is: [CH3:1][C:2]1[CH:3]=[C:4]([CH:9]=[C:10]([CH2:12][N:13]([CH3:19])[CH2:14][CH2:15][CH2:16][CH2:17][CH3:18])[CH:11]=1)[C:5]([OH:7])=[O:6].